From a dataset of Full USPTO retrosynthesis dataset with 1.9M reactions from patents (1976-2016). Predict the reactants needed to synthesize the given product. (1) The reactants are: Br[C:2]1[CH:3]=[C:4]([N:8]2[C:16]3[C:11](=[CH:12][CH:13]=[CH:14][CH:15]=3)[C:10]([C:17]([O:19][CH3:20])=[O:18])=[N:9]2)[CH:5]=[CH:6][CH:7]=1.[C:21]([C@:23]1([OH:30])[CH2:27][CH2:26][N:25]([CH3:28])[C:24]1=[O:29])#[CH:22]. Given the product [OH:30][C@@:23]1([C:21]#[C:22][C:2]2[CH:3]=[C:4]([N:8]3[C:16]4[C:11](=[CH:12][CH:13]=[CH:14][CH:15]=4)[C:10]([C:17]([O:19][CH3:20])=[O:18])=[N:9]3)[CH:5]=[CH:6][CH:7]=2)[CH2:27][CH2:26][N:25]([CH3:28])[C:24]1=[O:29], predict the reactants needed to synthesize it. (2) Given the product [CH3:2][C:13]1([C:16]([O:18][CH2:19][CH3:20])=[O:17])[CH2:14][CH2:15][C:10]2([O:9][CH2:8][CH2:7][O:6]2)[CH2:11][CH2:12]1, predict the reactants needed to synthesize it. The reactants are: [Li][CH2:2]CCC.[O:6]1[C:10]2([CH2:15][CH2:14][CH:13]([C:16]([O:18][CH2:19][CH3:20])=[O:17])[CH2:12][CH2:11]2)[O:9][CH2:8][CH2:7]1.IC. (3) Given the product [C:1]([O:5][C:6]([NH:8][CH2:9][CH2:10][C:11]([C:17]1[CH:22]=[CH:21][C:20]([Cl:23])=[CH:19][CH:18]=1)([CH3:16])[C:12]([OH:14])=[O:13])=[O:7])([CH3:2])([CH3:3])[CH3:4], predict the reactants needed to synthesize it. The reactants are: [C:1]([O:5][C:6]([NH:8][CH2:9][CH2:10][C:11]([C:17]1[CH:22]=[CH:21][C:20]([Cl:23])=[CH:19][CH:18]=1)([CH3:16])[C:12]([O:14]C)=[O:13])=[O:7])([CH3:4])([CH3:3])[CH3:2].O[Li].O. (4) The reactants are: Cl.[NH2:2][C@H:3]1[CH2:8][CH2:7][C@H:6]([NH:9][C:10]([C:12]2[C:16]3[N:17]=[CH:18][N:19]=[C:20]([C:21]4[CH:26]=[C:25]([CH:27]([F:29])[F:28])[CH:24]=[CH:23][C:22]=4[O:30][CH2:31][CH:32]4[CH2:34][CH2:33]4)[C:15]=3[NH:14][C:13]=2[CH3:35])=[O:11])[CH2:5][C@H:4]1[F:36].[CH3:37][O:38][CH2:39][C:40](Cl)=[O:41]. Given the product [CH:32]1([CH2:31][O:30][C:22]2[CH:23]=[CH:24][C:25]([CH:27]([F:29])[F:28])=[CH:26][C:21]=2[C:20]2[C:15]3[NH:14][C:13]([CH3:35])=[C:12]([C:10]([NH:9][C@H:6]4[CH2:7][CH2:8][C@H:3]([NH:2][C:40](=[O:41])[CH2:39][O:38][CH3:37])[C@H:4]([F:36])[CH2:5]4)=[O:11])[C:16]=3[N:17]=[CH:18][N:19]=2)[CH2:33][CH2:34]1, predict the reactants needed to synthesize it.